From a dataset of Reaction yield outcomes from USPTO patents with 853,638 reactions. Predict the reaction yield, written as a fraction of the theoretical maximum amount of product (1.0 means a 100% yield; for example, 0.34 means a 34% yield). The reactants are [CH3:1][C:2]([CH3:13])([C:8]1[NH:12][N:11]=[N:10][N:9]=1)[C:3]([O:5][CH2:6][CH3:7])=[O:4].C([O-])([O-])=O.[K+].[K+].[CH2:20](Br)[C:21]1[CH:26]=[CH:25][CH:24]=[CH:23][CH:22]=1. The catalyst is CC(C)=O. The product is [CH2:20]([N:10]1[N:11]=[N:12][C:8]([C:2]([CH3:1])([CH3:13])[C:3]([O:5][CH2:6][CH3:7])=[O:4])=[N:9]1)[C:21]1[CH:26]=[CH:25][CH:24]=[CH:23][CH:22]=1. The yield is 0.600.